The task is: Predict the product of the given reaction.. This data is from Forward reaction prediction with 1.9M reactions from USPTO patents (1976-2016). (1) Given the reactants [NH:1]1[CH2:4][CH:3]([NH:5][C:6](=[O:22])[CH2:7][NH:8][C:9]2[C:17]3[C:12](=[CH:13][CH:14]=[C:15]([C:18]([F:21])([F:20])[F:19])[CH:16]=3)[NH:11][N:10]=2)[CH2:2]1.O=[C:24]1[CH2:29][CH2:28][CH:27]([N:30]2[CH:35]=[CH:34][CH:33]=[CH:32][C:31]2=[O:36])[CH2:26][CH2:25]1, predict the reaction product. The product is: [O:36]=[C:31]1[CH:32]=[CH:33][CH:34]=[CH:35][N:30]1[CH:27]1[CH2:28][CH2:29][CH:24]([N:1]2[CH2:2][CH:3]([NH:5][C:6](=[O:22])[CH2:7][NH:8][C:9]3[C:17]4[C:12](=[CH:13][CH:14]=[C:15]([C:18]([F:20])([F:19])[F:21])[CH:16]=4)[NH:11][N:10]=3)[CH2:4]2)[CH2:25][CH2:26]1. (2) Given the reactants [Cl:1][C:2]1[CH:3]=[C:4]2[C:8](=[CH:9][CH:10]=1)[N:7]([CH3:11])[C:6]([C:12]([OH:14])=O)=[C:5]2[CH3:15].[CH3:16][O:17][C:18](=[O:38])[CH2:19][CH2:20][C:21]1[CH:26]=[CH:25][C:24]([O:27][C:28]2[CH:33]=[C:32]([Cl:34])[CH:31]=[C:30]([CH2:35][NH2:36])[CH:29]=2)=[CH:23][C:22]=1[CH3:37], predict the reaction product. The product is: [CH3:16][O:17][C:18](=[O:38])[CH2:19][CH2:20][C:21]1[CH:26]=[CH:25][C:24]([O:27][C:28]2[CH:33]=[C:32]([Cl:34])[CH:31]=[C:30]([CH2:35][NH2:36])[CH:29]=2)=[CH:23][C:22]=1[CH3:37].[Cl:34][C:32]1[CH:33]=[C:28]([CH:29]=[C:30]([CH2:35][NH:36][C:12]([C:6]2[N:7]([CH3:11])[C:8]3[C:4]([C:5]=2[CH3:15])=[CH:3][C:2]([Cl:1])=[CH:10][CH:9]=3)=[O:14])[CH:31]=1)[O:27][C:24]1[CH:25]=[CH:26][C:21]([CH2:20][CH2:19][C:18]([OH:38])=[O:17])=[C:22]([CH3:37])[CH:23]=1. (3) Given the reactants [CH2:1]([CH:5]([CH2:9][CH2:10][CH2:11][CH2:12][CH2:13][CH3:14])[C:6](O)=[O:7])[CH2:2][CH2:3][CH3:4].S(Cl)([Cl:17])=O, predict the reaction product. The product is: [CH2:1]([CH:5]([CH2:9][CH2:10][CH2:11][CH2:12][CH2:13][CH3:14])[C:6]([Cl:17])=[O:7])[CH2:2][CH2:3][CH3:4]. (4) Given the reactants C[O:2][C:3]([C:5]1[CH:6]=[CH:7][C:8]2[C:9]3[C:10](=[C:27]([CH3:36])[N:28]([CH:30]4[CH2:35][CH2:34][CH2:33][CH2:32][O:31]4)[N:29]=3)[C:11](=[O:26])[N:12]([CH2:15][CH2:16][CH2:17][NH:18][C:19]([O:21][C:22]([CH3:25])([CH3:24])[CH3:23])=[O:20])[C:13]=2[CH:14]=1)=[O:4].CO.O.[OH-].[Na+], predict the reaction product. The product is: [C:22]([O:21][C:19]([NH:18][CH2:17][CH2:16][CH2:15][N:12]1[C:13]2[CH:14]=[C:5]([C:3]([OH:4])=[O:2])[CH:6]=[CH:7][C:8]=2[C:9]2=[N:29][N:28]([CH:30]3[CH2:35][CH2:34][CH2:33][CH2:32][O:31]3)[C:27]([CH3:36])=[C:10]2[C:11]1=[O:26])=[O:20])([CH3:25])([CH3:23])[CH3:24]. (5) Given the reactants [CH:1](=O)[CH2:2][CH3:3].[O:5]=[C:6]([CH3:19])[CH2:7][C:8]([O:10][CH2:11][CH2:12][O:13][C:14](=[O:18])[C:15]([CH3:17])=[CH2:16])=[O:9].N1CCCCC1.Cl, predict the reaction product. The product is: [C:6]([C:7](=[CH:1][CH2:2][CH3:3])[C:8]([O:10][CH2:11][CH2:12][O:13][C:14](=[O:18])[C:15]([CH3:17])=[CH2:16])=[O:9])(=[O:5])[CH3:19]. (6) Given the reactants [F:1][C:2]([F:29])([F:28])[C:3]1[CH:4]=[C:5]([NH:13][C:14](=[O:27])[C:15]2[CH:20]=[C:19]([S:21](=[O:24])(=[O:23])[NH2:22])[CH:18]=[CH:17][C:16]=2[O:25][CH3:26])[CH:6]=[C:7]([C:9]([F:12])([F:11])[F:10])[CH:8]=1.CO[CH:32]1[CH2:36][CH2:35][CH:34](OC)O1.C(O)(=O)C, predict the reaction product. The product is: [F:29][C:2]([F:1])([F:28])[C:3]1[CH:4]=[C:5]([NH:13][C:14](=[O:27])[C:15]2[CH:20]=[C:19]([S:21]([N:22]3[CH:32]=[CH:36][CH:35]=[CH:34]3)(=[O:23])=[O:24])[CH:18]=[CH:17][C:16]=2[O:25][CH3:26])[CH:6]=[C:7]([C:9]([F:12])([F:10])[F:11])[CH:8]=1. (7) Given the reactants Br[C:2]1[CH:7]=[C:6](Br)[CH:5]=[C:4]([Br:9])[CH:3]=1.[C:10]1([NH:20][C:21]2[C:30]3[C:25](=[CH:26][CH:27]=[CH:28][CH:29]=3)[CH:24]=[CH:23][CH:22]=2)[C:19]2[C:14](=[CH:15][CH:16]=[CH:17][CH:18]=2)[CH:13]=[CH:12][CH:11]=1.[CH:44]1[CH:49]=[CH:48][C:47](P([C:44]2[CH:49]=[CH:48][CH:47]=[CH:46][CH:45]=2)[C:44]2[CH:49]=[CH:48][CH:47]=[CH:46][CH:45]=2)=[CH:46][CH:45]=1.[CH3:50][C:51]([O-])([CH3:53])[CH3:52].[Na+], predict the reaction product. The product is: [Br:9][C:4]1[CH:5]=[C:6]([N:20]([C:46]2[C:45]3[C:44](=[CH:16][CH:15]=[CH:14][CH:13]=3)[CH:49]=[CH:48][CH:47]=2)[C:10]2[C:53]3[C:51](=[CH:52][CH:19]=[CH:18][CH:17]=3)[CH:50]=[CH:12][CH:11]=2)[CH:7]=[C:2]([N:20]([C:21]2[C:30]3[C:25](=[CH:26][CH:27]=[CH:28][CH:29]=3)[CH:24]=[CH:23][CH:22]=2)[C:10]2[C:19]3[C:14](=[CH:15][CH:16]=[CH:17][CH:18]=3)[CH:13]=[CH:12][CH:11]=2)[CH:3]=1. (8) Given the reactants C(OC([N:8]1[CH2:12][CH2:11][C@@:10]([NH:14][C:15]2[CH:16]=[C:17]3[C:26](=[CH:27][C:28]=2/[CH:29]=[CH:30]/OCC)[O:25][CH2:24][C:23]2[N:18]3[C@@H:19]([CH3:35])[C:20](=[O:34])[NH:21][N:22]=2)([CH3:13])[CH2:9]1)=O)(C)(C)C.C(O)(C(F)(F)F)=O, predict the reaction product. The product is: [CH3:35][C@H:19]1[C:20](=[O:34])[NH:21][N:22]=[C:23]2[N:18]1[C:17]1[CH:16]=[C:15]3[N:14]([C@@:10]4([CH3:13])[CH2:11][CH2:12][NH:8][CH2:9]4)[CH:30]=[CH:29][C:28]3=[CH:27][C:26]=1[O:25][CH2:24]2.